From a dataset of Full USPTO retrosynthesis dataset with 1.9M reactions from patents (1976-2016). Predict the reactants needed to synthesize the given product. (1) Given the product [F:1][C:2]1[CH:15]=[CH:14][C:5]([O:6][C:7]2[C:11]([CH3:12])=[N:10][N:9]([C:17]3[CH:24]=[CH:23][C:20]([C:21]#[N:22])=[CH:19][CH:18]=3)[C:8]=2[CH3:13])=[CH:4][CH:3]=1, predict the reactants needed to synthesize it. The reactants are: [F:1][C:2]1[CH:15]=[CH:14][C:5]([O:6][C:7]2[C:8]([CH3:13])=[N:9][NH:10][C:11]=2[CH3:12])=[CH:4][CH:3]=1.F[C:17]1[CH:24]=[CH:23][C:20]([C:21]#[N:22])=[CH:19][CH:18]=1. (2) Given the product [CH3:5][N:8]1[C:16](=[O:18])[C:15]2[CH:14]=[C:13]([CH2:21][C:22]3[C:31]4[C:26](=[CH:27][CH:28]=[CH:29][CH:30]=4)[CH:25]=[CH:24][CH:23]=3)[S:12][C:11]=2[N:10]([CH2:32][CH:33]([CH3:34])[CH3:35])[C:9]1=[O:36], predict the reactants needed to synthesize it. The reactants are: [O-]CC.[Na+].[C:5]([NH:8][C:9](=[O:36])[N:10]([CH2:32][CH:33]([CH3:35])[CH3:34])[C:11]1[S:12][C:13]([CH2:21][C:22]2[C:31]3[C:26](=[CH:27][CH:28]=[CH:29][CH:30]=3)[CH:25]=[CH:24][CH:23]=2)=[CH:14][C:15]=1[C:16]([O:18]CC)=O)(=O)C.IC. (3) Given the product [O:1]1[C:5]2[CH:6]=[CH:7][C:8]([CH:10]([OH:51])[CH2:11][S:12][C@H:13]3[C:16](=[O:17])[N:15]([C:18]4[CH:23]=[CH:22][C:21]([F:24])=[CH:20][CH:19]=4)[C@@H:14]3[C:25]3[CH:26]=[CH:27][C:28]([O:29][CH2:30][C:31]([NH:33][CH2:34][C:35]([NH:37][C@H:38]([C:46]([OH:48])=[O:47])[CH2:39][CH2:40][CH2:41][CH2:42][N:43]([CH3:44])[CH3:45])=[O:36])=[O:32])=[CH:49][CH:50]=3)=[CH:9][C:4]=2[CH2:3][CH2:2]1, predict the reactants needed to synthesize it. The reactants are: [O:1]1[C:5]2[CH:6]=[CH:7][C:8]([C@@H:10]([OH:51])[CH2:11][S:12][C@H:13]3[C:16](=[O:17])[N:15]([C:18]4[CH:23]=[CH:22][C:21]([F:24])=[CH:20][CH:19]=4)[C@@H:14]3[C:25]3[CH:50]=[CH:49][C:28]([O:29][CH2:30][C:31]([NH:33][CH2:34][C:35]([NH:37][C@H:38]([C:46]([OH:48])=[O:47])[CH2:39][CH2:40][CH2:41][CH2:42][N:43]([CH3:45])[CH3:44])=[O:36])=[O:32])=[CH:27][CH:26]=3)=[CH:9][C:4]=2[CH2:3][CH2:2]1.O.C([O-])(=O)C.[NH4+]. (4) Given the product [C:34]([S:1][CH2:2][CH2:3][N:4]([CH2:19][CH2:20][C:21]1[CH:22]=[CH:23][CH:24]=[CH:25][CH:26]=1)[C:5](=[O:18])[NH:6][C@@H:7]([CH3:17])[C:8]([N:10]1[CH2:11][CH2:12][N:13]([CH3:16])[CH2:14][CH2:15]1)=[O:9])(=[O:41])[C:35]1[CH:40]=[CH:39][CH:38]=[CH:37][CH:36]=1, predict the reactants needed to synthesize it. The reactants are: [SH:1][CH2:2][CH2:3][N:4]([CH2:19][CH2:20][C:21]1[CH:26]=[CH:25][CH:24]=[CH:23][CH:22]=1)[C:5](=[O:18])[NH:6][C@@H:7]([CH3:17])[C:8]([N:10]1[CH2:15][CH2:14][N:13]([CH3:16])[CH2:12][CH2:11]1)=[O:9].C(N(CC)CC)C.[C:34](Cl)(=[O:41])[C:35]1[CH:40]=[CH:39][CH:38]=[CH:37][CH:36]=1.